This data is from Catalyst prediction with 721,799 reactions and 888 catalyst types from USPTO. The task is: Predict which catalyst facilitates the given reaction. Reactant: [O:1]=[C:2]1[CH2:6][CH2:5][CH2:4][N:3]1[C:7]1[CH:15]=[C:14]([C:16]([O:18][CH3:19])=[O:17])[CH:13]=[C:12]2[C:8]=1[CH:9]=[CH:10][NH:11]2.[H-].[Na+].[CH2:22](I)[CH3:23]. The catalyst class is: 3. Product: [CH2:22]([N:11]1[C:12]2[C:8](=[C:7]([N:3]3[CH2:4][CH2:5][CH2:6][C:2]3=[O:1])[CH:15]=[C:14]([C:16]([O:18][CH3:19])=[O:17])[CH:13]=2)[CH:9]=[CH:10]1)[CH3:23].